The task is: Predict the reactants needed to synthesize the given product.. This data is from Full USPTO retrosynthesis dataset with 1.9M reactions from patents (1976-2016). (1) Given the product [C:1]([O:5][C:6]([N:8]1[CH2:13][CH2:12][N:11]([C:14]2[CH:19]=[CH:18][CH:17]=[C:16]3[C:15]=2[C:21]([NH2:22])=[N:27][C:28]([NH2:30])=[N:29]3)[CH2:10][CH2:9]1)=[O:7])([CH3:4])([CH3:3])[CH3:2], predict the reactants needed to synthesize it. The reactants are: [C:1]([O:5][C:6]([N:8]1[CH2:13][CH2:12][N:11]([C:14]2[CH:19]=[CH:18][CH:17]=[C:16](F)[C:15]=2[C:21]#[N:22])[CH2:10][CH2:9]1)=[O:7])([CH3:4])([CH3:3])[CH3:2].C(=O)(O)O.[NH2:27][C:28]([NH2:30])=[NH:29].O. (2) Given the product [Cl:24][C:2]1[N:7]=[C:6]([C:8]#[N:9])[CH:5]=[CH:4][N:3]=1, predict the reactants needed to synthesize it. The reactants are: O=[C:2]1[N:7]=[C:6]([CH:8]=[N:9]O)[CH:5]=[CH:4][NH:3]1.C(N(CC)C1C=CC=CC=1)C.P(Cl)(Cl)([Cl:24])=O. (3) The reactants are: [NH2:1][C@H:2]1[C:11]2[C:6](=[CH:7][CH:8]=[C:9](Br)[CH:10]=2)[N:5]([C:13](=[O:15])[CH3:14])[C@@H:4]([CH:16]2[CH2:18][CH2:17]2)[C@@H:3]1[CH3:19].CC1(C)C(C)(C)OB([C:28]2[CH:29]=[N:30][N:31]([CH2:33][CH2:34][OH:35])[CH:32]=2)O1.C(=O)([O-])[O-].[K+].[K+]. Given the product [NH2:1][C@H:2]1[C:11]2[C:6](=[CH:7][CH:8]=[C:9]([C:28]3[CH:29]=[N:30][N:31]([CH2:33][CH2:34][OH:35])[CH:32]=3)[CH:10]=2)[N:5]([C:13](=[O:15])[CH3:14])[C@@H:4]([CH:16]2[CH2:18][CH2:17]2)[C@@H:3]1[CH3:19], predict the reactants needed to synthesize it. (4) Given the product [OH:9][CH:10]1[CH2:11][CH2:12][N:13]([C:16]([NH:18][C@H:19]2[CH2:24][CH2:23][CH2:22][N:21]([C:25]3[CH:30]=[CH:29][CH:28]=[CH:27][CH:26]=3)[CH2:20]2)=[O:17])[CH2:14][CH2:15]1, predict the reactants needed to synthesize it. The reactants are: C(N(CC)CC)C.Cl.[OH:9][CH:10]1[CH2:15][CH2:14][N:13]([C:16]([NH:18][C@H:19]2[CH2:24][CH2:23][CH2:22][NH:21][CH2:20]2)=[O:17])[CH2:12][CH2:11]1.[C:25]1(B(O)O)[CH:30]=[CH:29][CH:28]=[CH:27][CH:26]=1.O1CCCC1. (5) Given the product [NH2:20][C:13]1[CH2:14][O:15][CH2:16][C:17]([F:19])([F:18])[C@@:11]2([C:4]3[C:5](=[CH:6][CH:7]=[C:2]([C:31]4[CH:32]=[N:33][CH:34]=[C:29]([CH:30]=4)[C:27]#[N:28])[CH:3]=3)[O:8][CH:9]([C:21]3[CH:26]=[CH:25][CH:24]=[CH:23][CH:22]=3)[CH2:10]2)[N:12]=1, predict the reactants needed to synthesize it. The reactants are: Br[C:2]1[CH:3]=[C:4]2[C@@:11]3([C:17]([F:19])([F:18])[CH2:16][O:15][CH2:14][C:13]([NH2:20])=[N:12]3)[CH2:10][CH:9]([C:21]3[CH:26]=[CH:25][CH:24]=[CH:23][CH:22]=3)[O:8][C:5]2=[CH:6][CH:7]=1.[C:27]([C:29]1[CH:30]=[C:31](B(O)O)[CH:32]=[N:33][CH:34]=1)#[N:28]. (6) Given the product [C:31]1([CH:7]([C:1]2[CH:2]=[CH:3][CH:4]=[CH:5][CH:6]=2)[CH2:8][CH2:9][O:10][C:11](=[O:12])[C:13]2[C:18]([C:19]3[CH:24]=[CH:23][CH:22]=[C:21]([Cl:25])[CH:20]=3)=[C:17]([C:26]([N:37]3[CH2:41][CH2:40][CH2:39][CH2:38]3)=[O:28])[C:16]([CH3:29])=[N:15][C:14]=2[CH3:30])[CH:32]=[CH:33][CH:34]=[CH:35][CH:36]=1, predict the reactants needed to synthesize it. The reactants are: [C:1]1([CH:7]([C:31]2[CH:36]=[CH:35][CH:34]=[CH:33][CH:32]=2)[CH2:8][CH2:9][O:10][C:11]([C:13]2[C:14]([CH3:30])=[N:15][C:16]([CH3:29])=[C:17]([C:26]([OH:28])=O)[C:18]=2[C:19]2[CH:24]=[CH:23][CH:22]=[C:21]([Cl:25])[CH:20]=2)=[O:12])[CH:6]=[CH:5][CH:4]=[CH:3][CH:2]=1.[NH:37]1[CH2:41][CH2:40][CH2:39][CH2:38]1.CCN=C=NCCCN(C)C.Cl.CN(C=O)C.